From a dataset of Forward reaction prediction with 1.9M reactions from USPTO patents (1976-2016). Predict the product of the given reaction. (1) Given the reactants [OH:1][C:2]1[C:3]([O:20][CH3:21])=[C:4]([C:10]2[CH:18]=[CH:17][CH:16]=[C:15]3[C:11]=2[CH2:12][CH2:13][C:14]3=[O:19])[CH:5]=[CH:6][C:7]=1[O:8][CH3:9].C(=O)([O-])[O-].[K+].[K+].Br[CH2:29][C:30]1([CH2:34][OH:35])[CH2:33][O:32][CH2:31]1, predict the reaction product. The product is: [OH:35][CH2:34][C:30]1([CH2:29][O:1][C:2]2[C:3]([O:20][CH3:21])=[C:4]([C:10]3[CH:18]=[CH:17][CH:16]=[C:15]4[C:11]=3[CH2:12][CH2:13][C:14]4=[O:19])[CH:5]=[CH:6][C:7]=2[O:8][CH3:9])[CH2:33][O:32][CH2:31]1. (2) Given the reactants [NH:1]1[CH2:5][CH2:4][CH2:3][C:2]1=[O:6].Br[C:8]1[N:13]=[CH:12][C:11]([C:14]([N:16]2[CH2:21][CH2:20][CH:19]([O:22][C:23]3[CH:28]=[CH:27][C:26]([CH:29]4[CH2:31][CH2:30]4)=[CH:25][CH:24]=3)[CH2:18][CH2:17]2)=[O:15])=[CH:10][CH:9]=1, predict the reaction product. The product is: [CH:29]1([C:26]2[CH:27]=[CH:28][C:23]([O:22][CH:19]3[CH2:18][CH2:17][N:16]([C:14]([C:11]4[CH:10]=[CH:9][C:8]([N:1]5[CH2:5][CH2:4][CH2:3][C:2]5=[O:6])=[N:13][CH:12]=4)=[O:15])[CH2:21][CH2:20]3)=[CH:24][CH:25]=2)[CH2:30][CH2:31]1.